Predict the reactants needed to synthesize the given product. From a dataset of Full USPTO retrosynthesis dataset with 1.9M reactions from patents (1976-2016). (1) Given the product [C:57]([O:61][C:62](=[O:73])[C:63]1[CH:68]=[C:67]([CH2:69][O:70][CH3:71])[N:66]=[C:65]([NH:56][CH2:53][CH:54]=[CH2:55])[CH:64]=1)([CH3:60])([CH3:59])[CH3:58], predict the reactants needed to synthesize it. The reactants are: C1C=CC(P(C2C=CC3C(=CC=CC=3)C=2C2C3C(=CC=CC=3)C=CC=2P(C2C=CC=CC=2)C2C=CC=CC=2)C2C=CC=CC=2)=CC=1.C([O-])(C)(C)C.[Na+].[CH2:53]([NH2:56])[CH:54]=[CH2:55].[C:57]([O:61][C:62](=[O:73])[C:63]1[CH:68]=[C:67]([CH2:69][O:70][CH3:71])[N:66]=[C:65](Cl)[CH:64]=1)([CH3:60])([CH3:59])[CH3:58].[Cl-].[NH4+]. (2) Given the product [CH3:1][O:2][C:3]1[CH:8]=[CH:7][C:6]([NH2:9])=[CH:5][C:4]=1[C:12]1[N:16]([CH3:17])[N:15]=[CH:14][CH:13]=1, predict the reactants needed to synthesize it. The reactants are: [CH3:1][O:2][C:3]1[CH:8]=[CH:7][C:6]([N+:9]([O-])=O)=[CH:5][C:4]=1[C:12]1[N:16]([CH3:17])[N:15]=[CH:14][CH:13]=1.O.O.Cl[Sn]Cl. (3) The reactants are: I[C:2]1[C:7]([C:8]([NH:10][NH:11][CH:12]2[CH2:17][CH2:16][O:15][CH2:14][CH2:13]2)=[O:9])=[C:6]([O:18][CH3:19])[N:5]=[CH:4][CH:3]=1.N1CCC[C@H]1C(O)=O.C(=O)([O-])[O-].[K+].[K+].[Cl-].[NH4+]. Given the product [CH3:19][O:18][C:6]1[C:7]2[C:8](=[O:9])[NH:10][N:11]([CH:12]3[CH2:17][CH2:16][O:15][CH2:14][CH2:13]3)[C:2]=2[CH:3]=[CH:4][N:5]=1, predict the reactants needed to synthesize it. (4) Given the product [ClH:18].[O:1]1[CH2:6][CH2:5][CH:4]([C:7]2([C:13]([O:15][CH2:16][CH3:17])=[O:14])[CH2:12][CH2:11][NH:10][CH2:9][CH2:8]2)[CH2:3][CH2:2]1, predict the reactants needed to synthesize it. The reactants are: [O:1]1[CH2:6][CH2:5][C:4]([C:7]2([C:13]([O:15][CH2:16][CH3:17])=[O:14])[CH2:12][CH2:11][NH:10][CH2:9][CH2:8]2)=[CH:3][CH2:2]1.[ClH:18]. (5) Given the product [CH3:1][O:2][C:3]1[CH:8]=[CH:7][N:6]=[C:5]([N:18]([CH3:19])[CH3:17])[CH:4]=1, predict the reactants needed to synthesize it. The reactants are: [CH3:1][O:2][C:3]1[CH:8]=[CH:7][N:6]=[C:5](OS(C(F)(F)F)(=O)=O)[CH:4]=1.[CH3:17][NH:18][CH3:19].CCOC(C)=O. (6) Given the product [CH3:19][N:20]([CH3:21])[CH2:5][CH2:6][CH2:7][CH2:8][C:9]([O:11][CH2:12][C:13]1[CH:18]=[CH:17][CH:16]=[CH:15][CH:14]=1)=[O:10], predict the reactants needed to synthesize it. The reactants are: CS([CH2:5][CH2:6][CH2:7][CH2:8][C:9]([O:11][CH2:12][C:13]1[CH:18]=[CH:17][CH:16]=[CH:15][CH:14]=1)=[O:10])(=O)=O.[CH3:19][NH:20][CH3:21]. (7) Given the product [OH:26][CH2:27][CH2:28][CH2:29][CH2:30][N:31]([CH2:51][CH2:52][CH2:53][CH2:54][OH:55])[C:32]1[C:37]([O:38][CH3:39])=[CH:36][C:35](/[N:57]=[N:13]/[C:12]2[C:11]([C:14]#[N:15])=[CH:10][C:9]([N+:16]([O-:18])=[O:17])=[CH:8][C:7]=2[Br:6])=[C:34]([NH:40][C:41](=[O:50])[CH2:42][CH:43]([CH3:49])[CH2:44][C:45]([CH3:48])([CH3:47])[CH3:46])[CH:33]=1, predict the reactants needed to synthesize it. The reactants are: S(=O)(=O)(O)O.[Br:6][C:7]1[C:12]([NH2:13])=[C:11]([C:14]#[N:15])[CH:10]=[C:9]([N+:16]([O-:18])=[O:17])[CH:8]=1.N(OS(=O)(=O)O)=O.[OH:26][CH2:27][CH2:28][CH2:29][CH2:30][N:31]([CH2:51][CH2:52][CH2:53][CH2:54][OH:55])[C:32]1[CH:33]=[C:34]([NH:40][C:41](=[O:50])[CH2:42][CH:43]([CH3:49])[CH2:44][C:45]([CH3:48])([CH3:47])[CH3:46])[CH:35]=[CH:36][C:37]=1[O:38][CH3:39].S(=O)(=O)(O)[NH2:57]. (8) Given the product [CH3:35][O:34][C:31]1[N:32]=[C:33]2[C:28](=[CH:29][CH:30]=1)[N:27]=[CH:26][CH:25]=[C:24]2[N:7]1[CH2:6][CH2:5][N:4]([CH2:8][CH2:9][NH:10][C:11](=[O:17])[O:12][C:13]([CH3:14])([CH3:16])[CH3:15])[CH2:3][C:2]1=[O:1], predict the reactants needed to synthesize it. The reactants are: [O:1]=[C:2]1[NH:7][CH2:6][CH2:5][N:4]([CH2:8][CH2:9][NH:10][C:11](=[O:17])[O:12][C:13]([CH3:16])([CH3:15])[CH3:14])[CH2:3]1.FC(F)(F)S(O[C:24]1[C:33]2[C:28](=[CH:29][CH:30]=[C:31]([O:34][CH3:35])[N:32]=2)[N:27]=[CH:26][CH:25]=1)(=O)=O.C1C=CC(P(C2C=CC3C(=CC=CC=3)C=2C2C3C(=CC=CC=3)C=CC=2P(C2C=CC=CC=2)C2C=CC=CC=2)C2C=CC=CC=2)=CC=1.C([O-])([O-])=O.[Cs+].[Cs+]. (9) Given the product [CH3:1][O:2][C:3](=[O:22])[C@@H:4]([N:8]1[C:14](=[O:15])[CH2:13][CH2:12][N:11]([C:16]2[CH:21]=[CH:20][CH:19]=[CH:18][CH:17]=2)[CH2:10][CH2:9]1)[CH2:5][CH2:6][N:29]1[CH2:30][CH2:31][C:26]2([CH2:24][CH2:25]2)[C@H:27]([OH:32])[CH2:28]1, predict the reactants needed to synthesize it. The reactants are: [CH3:1][O:2][C:3](=[O:22])[C@@H:4]([N:8]1[C:14](=[O:15])[CH2:13][CH2:12][N:11]([C:16]2[CH:21]=[CH:20][CH:19]=[CH:18][CH:17]=2)[CH2:10][CH2:9]1)[CH2:5][CH:6]=O.Cl.[CH2:24]1[C:26]2([CH2:31][CH2:30][NH:29][CH2:28][C@H:27]2[OH:32])[CH2:25]1.